Dataset: Full USPTO retrosynthesis dataset with 1.9M reactions from patents (1976-2016). Task: Predict the reactants needed to synthesize the given product. (1) Given the product [I:12][C:8]1[C:3]([O:2][CH3:1])=[C:4]([C:10]#[N:11])[C:5](=[O:9])[NH:6][CH:7]=1, predict the reactants needed to synthesize it. The reactants are: [CH3:1][O:2][C:3]1[CH:8]=[CH:7][NH:6][C:5](=[O:9])[C:4]=1[C:10]#[N:11].[I:12]N1C(=O)CCC1=O. (2) The reactants are: [CH:1]1([CH2:4][CH2:5][NH:6][C:7]([C:9]2[N:10]=[N:11][C:12]([N:15]3[CH2:20][CH2:19][CH:18]([NH:21][C:22]4[CH:27]=[CH:26][CH:25]=[CH:24][C:23]=4[C:28]([F:31])([F:30])[F:29])[CH2:17][CH2:16]3)=[CH:13][CH:14]=2)=[O:8])[CH2:3][CH2:2]1.[ClH:32].CCOCC. Given the product [ClH:32].[CH:1]1([CH2:4][CH2:5][NH:6][C:7]([C:9]2[N:10]=[N:11][C:12]([N:15]3[CH2:20][CH2:19][CH:18]([NH:21][C:22]4[CH:27]=[CH:26][CH:25]=[CH:24][C:23]=4[C:28]([F:29])([F:30])[F:31])[CH2:17][CH2:16]3)=[CH:13][CH:14]=2)=[O:8])[CH2:3][CH2:2]1, predict the reactants needed to synthesize it. (3) The reactants are: ClC([CH:4]([CH3:10])[C:5]([O:7][CH2:8][CH3:9])=[O:6])=O.[C:11]([NH2:14])(=[S:13])[CH3:12]. Given the product [CH3:12][C:11]1[S:13][C:4]([C:5]([O:7][CH2:8][CH3:9])=[O:6])=[CH:10][N:14]=1, predict the reactants needed to synthesize it. (4) Given the product [C:1]([C:3]1[CH:4]=[C:5]2[C:9](=[CH:10][CH:11]=1)[N:8]([C:17]([O:16][C:13]([CH3:15])([CH3:14])[CH3:12])=[O:18])[CH:7]=[CH:6]2)#[N:2], predict the reactants needed to synthesize it. The reactants are: [C:1]([C:3]1[CH:4]=[C:5]2[C:9](=[CH:10][CH:11]=1)[NH:8][CH:7]=[CH:6]2)#[N:2].[CH3:12][C:13]([O:16][C:17](O[C:17]([O:16][C:13]([CH3:15])([CH3:14])[CH3:12])=[O:18])=[O:18])([CH3:15])[CH3:14]. (5) Given the product [OH:28][CH2:27][CH2:12][CH2:11][CH2:10][CH2:9][CH2:8][CH2:7][CH2:6][CH2:5][CH2:4][C:3]([O:2][CH3:1])=[O:13], predict the reactants needed to synthesize it. The reactants are: [CH3:1][O:2][C:3](=[O:13])[CH2:4][CH2:5][CH2:6][CH2:7][CH2:8][CH2:9][CH2:10][CH:11]=[CH2:12].C(C1C=C(P(C2C=CC=CC=2)C2C=CC=CC=2)C2[O:28][C:27]3C(=CC(C(C)(C)C)=CC=3P(C3C=CC=CC=3)C3C=CC=CC=3)C(C)(C)C=2C=1)(C)(C)C. (6) Given the product [OH:23][CH2:22][CH2:21][C:16]1[C:17]2[CH2:18][S:19][N:20]=[C:11]([NH:10][C:8](=[O:9])[O:7][C:3]([CH3:4])([CH3:5])[CH3:6])[C:12]3=[N:28][N:27]([CH2:29][C:30]4[C:35]([CH3:36])=[C:34]([O:37][CH3:38])[C:33]([CH3:39])=[CH:32][N:31]=4)[N:26]=[C:14]([C:13]=23)[CH:15]=1, predict the reactants needed to synthesize it. The reactants are: [BH4-].[Li+].[C:3]([O:7][C:8]([N:10](C(OC(C)(C)C)=O)[C:11]1[C:12]2[C:13]3[C:14](=[N:26][N:27]([CH2:29][C:30]4[C:35]([CH3:36])=[C:34]([O:37][CH3:38])[C:33]([CH3:39])=[CH:32][N:31]=4)[N:28]=2)[CH:15]=[C:16]([CH2:21][C:22](OC)=[O:23])[C:17]=3[CH2:18][S:19][N:20]=1)=[O:9])([CH3:6])([CH3:5])[CH3:4].O1CCCC1.[OH-].[Na+].